From a dataset of Catalyst prediction with 721,799 reactions and 888 catalyst types from USPTO. Predict which catalyst facilitates the given reaction. Reactant: [CH3:1][Si:2]([CH3:18])([CH3:17])[CH2:3][CH2:4][O:5][CH2:6][O:7][C:8]1[CH:16]=[CH:15][C:11]([C:12]([OH:14])=O)=[CH:10][CH:9]=1.Cl.[NH2:20][CH2:21][C:22]1([OH:36])[CH2:27][CH2:26][CH:25]([O:28][CH2:29][C:30]2[CH:35]=[CH:34][CH:33]=[CH:32][CH:31]=2)[CH2:24][CH2:23]1.CCN(CC)CC.CCN=C=NCCCN(C)C.C1C=CC2N(O)N=NC=2C=1.O. Product: [CH2:29]([O:28][CH:25]1[CH2:24][CH2:23][C:22]([CH2:21][NH:20][C:12](=[O:14])[C:11]2[CH:10]=[CH:9][C:8]([O:7][CH2:6][O:5][CH2:4][CH2:3][Si:2]([CH3:1])([CH3:18])[CH3:17])=[CH:16][CH:15]=2)([OH:36])[CH2:27][CH2:26]1)[C:30]1[CH:31]=[CH:32][CH:33]=[CH:34][CH:35]=1. The catalyst class is: 31.